From a dataset of Forward reaction prediction with 1.9M reactions from USPTO patents (1976-2016). Predict the product of the given reaction. (1) Given the reactants I[C:2]1[CH:7]=[CH:6][C:5]([C:8]([F:11])([F:10])[F:9])=[CH:4][CH:3]=1.[CH3:12][N:13]([CH3:26])[C:14]1[CH:19]=[CH:18][C:17]([CH:20]=[CH:21][CH:22]([OH:25])[C:23]#[CH:24])=[CH:16][CH:15]=1.C1(P(C2C=CC=CC=2)C2C=CC=CC=2)C=CC=CC=1.C(N(CC)CC)C, predict the reaction product. The product is: [CH3:26][N:13]([CH3:12])[C:14]1[CH:19]=[CH:18][C:17](/[CH:20]=[CH:21]/[C:22](=[O:25])/[CH:23]=[CH:24]/[C:2]2[CH:7]=[CH:6][C:5]([C:8]([F:11])([F:10])[F:9])=[CH:4][CH:3]=2)=[CH:16][CH:15]=1. (2) Given the reactants F[C:2]1[CH:7]=[CH:6][CH:5]=[CH:4][C:3]=1[N+:8]([O-:10])=[O:9].[CH2:11]([O:13][C:14](=[O:21])[CH2:15][C@@H:16]([NH2:20])[CH2:17][CH2:18][CH3:19])[CH3:12].C(N(C(C)C)CC)(C)C.O, predict the reaction product. The product is: [CH2:11]([O:13][C:14](=[O:21])[CH2:15][C@@H:16]([NH:20][C:2]1[CH:7]=[CH:6][CH:5]=[CH:4][C:3]=1[N+:8]([O-:10])=[O:9])[CH2:17][CH2:18][CH3:19])[CH3:12]. (3) Given the reactants Cl[C:2]1[CH:7]=[C:6]([C:8]2[CH:9]=[N:10][N:11]([CH:13]([CH3:15])[CH3:14])[CH:12]=2)[CH:5]=[C:4]([Cl:16])[N:3]=1.[F:17][C:18]1[CH:23]=[CH:22][C:21]([C@@H:24]([NH2:26])[CH3:25])=[CH:20][CH:19]=1.C(P(C(C)(C)C)C1C=CC=CC=1C1C=CC=CC=1)(C)(C)C.CC(C)([O-])C.[Na+], predict the reaction product. The product is: [Cl:16][C:4]1[N:3]=[C:2]([NH:26][C@H:24]([C:21]2[CH:22]=[CH:23][C:18]([F:17])=[CH:19][CH:20]=2)[CH3:25])[CH:7]=[C:6]([C:8]2[CH:9]=[N:10][N:11]([CH:13]([CH3:15])[CH3:14])[CH:12]=2)[CH:5]=1. (4) The product is: [C:40]([O:11][CH2:12][C@H:13]1[O:18][C@@:17]2([C:26]3[C:21](=[CH:22][C:23]([Cl:36])=[C:24]([CH2:27][C:28]4[CH:35]=[CH:34][C:31]([CH2:32][CH3:33])=[CH:30][CH:29]=4)[CH:25]=3)[CH2:20][O:19]2)[C@H:16]([OH:37])[C@@H:15]([OH:38])[C@@H:14]1[OH:39])(=[O:42])[CH3:41]. Given the reactants CC1C=CC(S([O:11][CH2:12][C@H:13]2[O:18][C@@:17]3([C:26]4[C:21](=[CH:22][C:23]([Cl:36])=[C:24]([CH2:27][C:28]5[CH:33]=[CH:32][C:31]([CH2:34][CH3:35])=[CH:30][CH:29]=5)[CH:25]=4)[CH2:20][O:19]3)[C@H:16]([OH:37])[C@@H:15]([OH:38])[C@@H:14]2[OH:39])(=O)=O)=CC=1.[C:40]([O-])(=[O:42])[CH3:41].[Na+].O, predict the reaction product. (5) Given the reactants [CH3:1][CH2:2][O:3][C:4]([C:6]1[CH:11]([C:12]2[CH:13]=[CH:14][CH:15]=[CH:16][C:17]=2[Cl:18])[C:10]([C:19]([O:21][CH3:22])=[O:20])=[C:9]([CH3:23])[NH:8][C:7]=1[CH2:24][O:25][CH2:26][CH2:27][NH2:28])=[O:5].C1C=CC(S(O)(=O)=O)=CC=1.P([O-])([O-])([O-])=O.[Ca+2].[Ca+2], predict the reaction product. The product is: [CH3:1][CH2:2][O:3][C:4]([C:6]1[CH:11]([C:12]2[CH:13]=[CH:14][CH:15]=[CH:16][C:17]=2[Cl:18])[C:10]([C:19]([O:21][CH3:22])=[O:20])=[C:9]([CH3:23])[NH:8][C:7]=1[CH2:24][O:25][CH2:26][CH2:27][NH2:28])=[O:5]. (6) Given the reactants [NH2:1][CH2:2][CH2:3][CH2:4][O:5][C:6]1[CH:7]=[C:8]([CH:37]=[CH:38][CH:39]=1)[O:9][C:10]1[CH:36]=[CH:35][C:13]([CH2:14][N:15]([CH2:28][C:29]2[CH:34]=[CH:33][CH:32]=[CH:31][CH:30]=2)[C:16]2[C:17]([CH3:27])=[C:18]([NH:22][S:23]([CH3:26])(=[O:25])=[O:24])[CH:19]=[CH:20][CH:21]=2)=[CH:12][CH:11]=1.[C:40](OC(=O)C)(=[O:42])[CH3:41], predict the reaction product. The product is: [CH2:28]([N:15]([CH2:14][C:13]1[CH:35]=[CH:36][C:10]([O:9][C:8]2[CH:7]=[C:6]([CH:39]=[CH:38][CH:37]=2)[O:5][CH2:4][CH2:3][CH2:2][NH:1][C:40](=[O:42])[CH3:41])=[CH:11][CH:12]=1)[C:16]1[CH:21]=[CH:20][CH:19]=[C:18]([NH:22][S:23]([CH3:26])(=[O:25])=[O:24])[C:17]=1[CH3:27])[C:29]1[CH:34]=[CH:33][CH:32]=[CH:31][CH:30]=1.